Dataset: Peptide-MHC class I binding affinity with 185,985 pairs from IEDB/IMGT. Task: Regression. Given a peptide amino acid sequence and an MHC pseudo amino acid sequence, predict their binding affinity value. This is MHC class I binding data. (1) The MHC is HLA-B15:01 with pseudo-sequence HLA-B15:01. The peptide sequence is KLYLRPWWH. The binding affinity (normalized) is 0.0847. (2) The peptide sequence is KQWIVAGAI. The MHC is HLA-A03:01 with pseudo-sequence HLA-A03:01. The binding affinity (normalized) is 0.0847. (3) The peptide sequence is CLWLLTLGL. The MHC is HLA-B58:01 with pseudo-sequence HLA-B58:01. The binding affinity (normalized) is 0.0847.